Dataset: Full USPTO retrosynthesis dataset with 1.9M reactions from patents (1976-2016). Task: Predict the reactants needed to synthesize the given product. (1) Given the product [F:27][C:25]([F:24])([F:26])[S:28]([O:31][C:32]1[CH2:33][CH:34]2[N:39]([C:15]([N:1]3[C:10]4[C:5](=[CH:6][CH:7]=[CH:8][CH:9]=4)[CH2:4][CH2:3][CH2:2]3)=[O:21])[CH:37]([CH2:36][CH2:35]2)[CH:38]=1)(=[O:30])=[O:29], predict the reactants needed to synthesize it. The reactants are: [NH:1]1[C:10]2[C:5](=[CH:6][CH:7]=[CH:8][CH:9]=2)[CH2:4][CH2:3][CH2:2]1.ClC(Cl)(O[C:15](=[O:21])OC(Cl)(Cl)Cl)Cl.Cl.[F:24][C:25]([S:28]([O:31][C:32]1[CH2:38][CH:37]2[NH:39][CH:34]([CH2:35][CH2:36]2)[CH:33]=1)(=[O:30])=[O:29])([F:27])[F:26].C(=O)([O-])O.[Na+]. (2) Given the product [CH:16]([CH:10]1[CH2:9][NH:8][C:6](=[O:7])[CH2:5][C:11]1=[O:13])([CH3:17])[CH3:18], predict the reactants needed to synthesize it. The reactants are: C(OC(=O)[CH2:5][C:6]([NH:8][CH2:9][CH:10]([CH:16]([CH3:18])[CH3:17])[C:11]([O:13]CC)=O)=[O:7])C.C[O-].[Na+].C(Cl)Cl.CCO. (3) Given the product [CH3:1][O:2][C:3](=[O:12])[C:4]1[CH:9]=[CH:8][C:7]([F:10])=[C:6]([B:13]2[O:17][C:16]([CH3:19])([CH3:18])[C:15]([CH3:21])([CH3:20])[O:14]2)[CH:5]=1, predict the reactants needed to synthesize it. The reactants are: [CH3:1][O:2][C:3](=[O:12])[C:4]1[CH:9]=[CH:8][C:7]([F:10])=[C:6](Br)[CH:5]=1.[B:13]1([B:13]2[O:17][C:16]([CH3:19])([CH3:18])[C:15]([CH3:21])([CH3:20])[O:14]2)[O:17][C:16]([CH3:19])([CH3:18])[C:15]([CH3:21])([CH3:20])[O:14]1.C([O-])(=O)C.[K+]. (4) The reactants are: [F:1][C:2]([F:7])([F:6])[C:3]([OH:5])=[O:4].[C:8]1([C:13]2[CH:18]=[C:17]([CH:19]3[CH2:24][CH2:23][NH:22][CH2:21][CH2:20]3)[CH:16]=[CH:15][C:14]=2[NH:25][C:26]([C:28]2[NH:29][CH:30]=[C:31]([C:33]#[N:34])[N:32]=2)=[O:27])[CH2:12][CH2:11][CH2:10][CH:9]=1.[CH3:35][N:36]1[CH:40]=[CH:39][N:38]=[C:37]1[CH:41]=O. Given the product [F:1][C:2]([F:7])([F:6])[C:3]([OH:5])=[O:4].[C:8]1([C:13]2[CH:18]=[C:17]([CH:19]3[CH2:24][CH2:23][N:22]([CH2:41][C:37]4[N:36]([CH3:35])[CH:40]=[CH:39][N:38]=4)[CH2:21][CH2:20]3)[CH:16]=[CH:15][C:14]=2[NH:25][C:26]([C:28]2[NH:29][CH:30]=[C:31]([C:33]#[N:34])[N:32]=2)=[O:27])[CH2:12][CH2:11][CH2:10][CH:9]=1, predict the reactants needed to synthesize it. (5) Given the product [C:25]1(=[N:1][N:2]2[C:7](=[O:8])[C:6]([C:9]3[NH:14][C:13]4[CH:15]=[CH:16][CH:17]=[CH:18][C:12]=4[S:11](=[O:20])(=[O:19])[N:10]=3)=[C:5]([OH:21])[C:4]3[S:22][CH:23]=[CH:24][C:3]2=3)[CH2:28][CH2:27][CH2:26]1, predict the reactants needed to synthesize it. The reactants are: [NH2:1][N:2]1[C:7](=[O:8])[C:6]([C:9]2[NH:14][C:13]3[CH:15]=[CH:16][CH:17]=[CH:18][C:12]=3[S:11](=[O:20])(=[O:19])[N:10]=2)=[C:5]([OH:21])[C:4]2[S:22][CH:23]=[CH:24][C:3]1=2.[C:25]1(=O)[CH2:28][CH2:27][CH2:26]1. (6) Given the product [Cl:28][C:15]1[N:14]2[C:10](=[N:11][C:12]3[CH:20]=[CH:19][CH:18]=[CH:17][C:13]=32)[C:9]([C:21]#[N:22])=[C:8]([CH3:23])[C:7]=1[CH2:6][C:5]1[CH:24]=[CH:25][C:2]([F:1])=[CH:3][CH:4]=1, predict the reactants needed to synthesize it. The reactants are: [F:1][C:2]1[CH:25]=[CH:24][C:5]([CH2:6][C:7]2[C:15](=O)[N:14]3[C:10]([NH:11][C:12]4[CH:20]=[CH:19][CH:18]=[CH:17][C:13]=43)=[C:9]([C:21]#[N:22])[C:8]=2[CH3:23])=[CH:4][CH:3]=1.P(Cl)(Cl)([Cl:28])=O.